Dataset: Forward reaction prediction with 1.9M reactions from USPTO patents (1976-2016). Task: Predict the product of the given reaction. (1) Given the reactants [O:1]=[C:2]1[CH:7]([N:8]2[C:16](=[O:17])[C:15]3[C:10](=[CH:11][CH:12]=[CH:13][C:14]=3[NH:18][CH2:19][C:20]([OH:22])=[O:21])[C:9]2=[O:23])[CH2:6][CH2:5][C:4](=[O:24])[NH:3]1.CI.[C:27](=O)([O-])[O-].[K+].[K+], predict the reaction product. The product is: [CH3:27][O:21][C:20](=[O:22])[CH2:19][NH:18][C:14]1[CH:13]=[CH:12][CH:11]=[C:10]2[C:15]=1[C:16](=[O:17])[N:8]([CH:7]1[CH2:6][CH2:5][C:4](=[O:24])[NH:3][C:2]1=[O:1])[C:9]2=[O:23]. (2) Given the reactants [F:1][C:2]1[N:7]=[CH:6][C:5]([NH2:8])=[CH:4][CH:3]=1.C([Mg]Cl)(C)C.[CH:14]1([C:17]2[CH:21]=[C:20]([NH:22][C:23]3[C:24]4[CH2:41][CH2:40][CH2:39][C:25]=4[N:26]=[C:27]([N:29]4[CH2:34][CH2:33][CH2:32][CH2:31][CH:30]4[C:35](OC)=[O:36])[N:28]=3)[NH:19][N:18]=2)[CH2:16][CH2:15]1, predict the reaction product. The product is: [CH:14]1([C:17]2[CH:21]=[C:20]([NH:22][C:23]3[C:24]4[CH2:41][CH2:40][CH2:39][C:25]=4[N:26]=[C:27]([N:29]4[CH2:34][CH2:33][CH2:32][CH2:31][CH:30]4[C:35]([NH:8][C:5]4[CH:6]=[N:7][C:2]([F:1])=[CH:3][CH:4]=4)=[O:36])[N:28]=3)[NH:19][N:18]=2)[CH2:15][CH2:16]1. (3) Given the reactants [CH:1]1([NH:6][C:7]2[C:8]([C:21]3[CH:26]=[CH:25][CH:24]=[CH:23][CH:22]=3)=[N:9][C:10]3[C:15]([N:16]=2)=[CH:14][C:13]([C:17]([O:19][CH3:20])=[O:18])=[CH:12][CH:11]=3)[CH2:5][CH2:4][CH2:3][CH2:2]1.[H-].[Na+].[CH3:29]I, predict the reaction product. The product is: [CH:1]1([N:6]([CH3:29])[C:7]2[C:8]([C:21]3[CH:22]=[CH:23][CH:24]=[CH:25][CH:26]=3)=[N:9][C:10]3[C:15]([N:16]=2)=[CH:14][C:13]([C:17]([O:19][CH3:20])=[O:18])=[CH:12][CH:11]=3)[CH2:2][CH2:3][CH2:4][CH2:5]1. (4) Given the reactants [NH2:1][C:2]1[CH:3]=[CH:4][C:5]([CH3:26])=[C:6]([C:8]([C:10]2[CH:15]=[CH:14][C:13]([NH:16][C:17]3[CH:22]=[CH:21][C:20]([F:23])=[CH:19][C:18]=3[F:24])=[CH:12][C:11]=2[Cl:25])=[O:9])[CH:7]=1.[C:27]1([N:33]=[C:34]=[O:35])[CH:32]=[CH:31][CH:30]=[CH:29][CH:28]=1, predict the reaction product. The product is: [Cl:25][C:11]1[CH:12]=[C:13]([NH:16][C:17]2[CH:22]=[CH:21][C:20]([F:23])=[CH:19][C:18]=2[F:24])[CH:14]=[CH:15][C:10]=1[C:8]([C:6]1[CH:7]=[C:2]([NH:1][C:34]([NH:33][C:27]2[CH:32]=[CH:31][CH:30]=[CH:29][CH:28]=2)=[O:35])[CH:3]=[CH:4][C:5]=1[CH3:26])=[O:9]. (5) Given the reactants B.O1CCCC1.[CH3:7][C:8]([C:10]1[CH:15]=[CH:14][CH:13]=[C:12]([Cl:16])[CH:11]=1)=[O:9], predict the reaction product. The product is: [Cl:16][C:12]1[CH:11]=[C:10]([C@H:8]([OH:9])[CH3:7])[CH:15]=[CH:14][CH:13]=1. (6) Given the reactants [NH2:1][C:2]1[CH:7]=[CH:6][C:5](Br)=[CH:4][C:3]=1[S:9]([NH2:12])(=[O:11])=[O:10].[CH3:13][C:14]([OH:18])([C:16]#[CH:17])[CH3:15].C(NC(C)C)(C)C, predict the reaction product. The product is: [NH2:1][C:2]1[CH:7]=[CH:6][C:5]([C:17]#[C:16][C:14]([OH:18])([CH3:15])[CH3:13])=[CH:4][C:3]=1[S:9]([NH2:12])(=[O:11])=[O:10]. (7) Given the reactants [Cl:1][C:2]1[CH:10]=[CH:9][C:5]([C:6]([NH2:8])=[O:7])=[CH:4][CH:3]=1.[CH2:11]([CH:13]([CH2:16][CH3:17])[CH:14]=O)[CH3:12].[NH:18]1[C:22]2[CH:23]=[CH:24][CH:25]=[CH:26][C:21]=2[N:20]=[N:19]1.C1(C)C=CC(S(O)(=O)=O)=CC=1, predict the reaction product. The product is: [N:18]1([CH:14]([NH:8][C:6](=[O:7])[C:5]2[CH:9]=[CH:10][C:2]([Cl:1])=[CH:3][CH:4]=2)[CH:13]([CH2:16][CH3:17])[CH2:11][CH3:12])[C:22]2[CH:23]=[CH:24][CH:25]=[CH:26][C:21]=2[N:20]=[N:19]1. (8) Given the reactants [N+](C(OC(C)C)=O)(C(OC(C)C)=O)=[N-].[O:15]=[C:16]1[NH:21][N:20]=[C:19]([C:22]2[CH:23]=[C:24]([CH:27]=[CH:28][CH:29]=2)[C:25]#[N:26])[CH:18]=[CH:17]1.[CH3:30][C:31]1[CH:32]=[N:33][C:34]([C:37]2[CH:38]=[C:39]([CH2:43]O)[CH:40]=[CH:41][CH:42]=2)=[N:35][CH:36]=1.C1(P(C2C=CC=CC=2)C2C=CC=CC=2)C=CC=CC=1, predict the reaction product. The product is: [CH3:30][C:31]1[CH:36]=[N:35][C:34]([C:37]2[CH:38]=[C:39]([CH:40]=[CH:41][CH:42]=2)[CH2:43][N:21]2[C:16](=[O:15])[CH:17]=[CH:18][C:19]([C:22]3[CH:23]=[C:24]([CH:27]=[CH:28][CH:29]=3)[C:25]#[N:26])=[N:20]2)=[N:33][CH:32]=1. (9) Given the reactants Br[C:2]1[C:15]2[C:16]3=[C:17]4[C:12](=[CH:13][CH:14]=2)[CH:11]=[CH:10][C:9](Br)=[C:8]4[CH:7]=[CH:6][C:5]3=[CH:4][CH:3]=1.[CH:19]1[C:27]2[C:26]3[CH:28]=[CH:29][CH:30]=[CH:31][C:25]=3[O:24][C:23]=2[C:22]([C:32]2[CH:33]=[C:34]([NH:38][C:39]3[C:44]([CH3:45])=[CH:43][CH:42]=[CH:41][C:40]=3[CH3:46])[CH:35]=[CH:36][CH:37]=2)=[CH:21][CH:20]=1.C[C:48]([CH3:51])([O-:50])[CH3:49].[Na+].[C:62](P([C:62]([CH3:65])([CH3:64])[CH3:63])[C:62]([CH3:65])([CH3:64])[CH3:63])([CH3:65])([CH3:64])[CH3:63], predict the reaction product. The product is: [CH:19]1[C:27]2[C:26]3[CH:28]=[CH:29][CH:30]=[CH:31][C:25]=3[O:24][C:23]=2[C:22]([C:32]2[CH:33]=[C:34]([N:38]([C:39]3[C:40]([CH3:46])=[CH:41][CH:42]=[CH:43][C:44]=3[CH3:45])[C:2]3[C:15]4=[C:16]5[C:17]6[C:12]([CH:13]=[CH:14]4)=[CH:11][CH:10]=[C:9]([N:38]([C:34]4[CH:35]=[CH:36][CH:37]=[C:32]([C:51]7[C:48]8[O:50][C:21]9[CH:20]=[CH:19][CH:27]=[CH:23][C:22]=9[C:49]=8[CH:40]=[CH:39][CH:44]=7)[CH:33]=4)[C:65]4[C:26]([CH3:28])=[CH:25][CH:31]=[CH:64][C:62]=4[CH3:63])[C:8]=6[CH:7]=[CH:6][C:5]5=[CH:4][CH:3]=3)[CH:35]=[CH:36][CH:37]=2)=[CH:21][CH:20]=1. (10) Given the reactants [CH3:1][NH:2][C:3]([C:5]1[CH:10]=[C:9]([O:11][C:12]2[CH:17]=[CH:16][C:15]([NH:18][C:19]([NH:21][C:22]3[CH:27]=[CH:26][C:25]([Cl:28])=[C:24]([C:29]([F:32])([F:31])[F:30])[CH:23]=3)=[O:20])=[C:14]([F:33])[CH:13]=2)[CH:8]=[CH:7][N:6]=1)=[O:4].[CH3:34][S:35]([OH:38])(=[O:37])=[O:36], predict the reaction product. The product is: [S:35]([OH:38])(=[O:37])(=[O:36])[CH3:34].[CH3:1][NH:2][C:3]([C:5]1[CH:10]=[C:9]([O:11][C:12]2[CH:17]=[CH:16][C:15]([NH:18][C:19]([NH:21][C:22]3[CH:27]=[CH:26][C:25]([Cl:28])=[C:24]([C:29]([F:32])([F:31])[F:30])[CH:23]=3)=[O:20])=[C:14]([F:33])[CH:13]=2)[CH:8]=[CH:7][N:6]=1)=[O:4].